From a dataset of Full USPTO retrosynthesis dataset with 1.9M reactions from patents (1976-2016). Predict the reactants needed to synthesize the given product. (1) Given the product [CH3:21][O:20][C:11]1[CH:10]=[C:9]([C:3](=[O:4])[CH3:2])[CH:14]=[C:13]([O:15][C:16]([F:19])([F:18])[F:17])[CH:12]=1, predict the reactants needed to synthesize it. The reactants are: F[C:2](F)(F)[C:3](O)=[O:4].Br[C:9]1[CH:14]=[C:13]([O:15][C:16]([F:19])([F:18])[F:17])[CH:12]=[C:11]([O:20][CH3:21])[CH:10]=1.C(OC(=O)C)(=O)C.Cl. (2) Given the product [OH:19][C:21]1([CH2:20][C:11]#[C:12][C:13]2[CH:18]=[CH:17][CH:16]=[CH:15][CH:14]=2)[CH2:22][CH2:23][N:24]([C:27]([O:29][C:30]([CH3:33])([CH3:32])[CH3:31])=[O:28])[CH2:25][CH2:26]1, predict the reactants needed to synthesize it. The reactants are: B(F)(F)F.CCOCC.[Li+].[C-:11]#[C:12][C:13]1[CH:18]=[CH:17][CH:16]=[CH:15][CH:14]=1.[O:19]1[C:21]2([CH2:26][CH2:25][N:24]([C:27]([O:29][C:30]([CH3:33])([CH3:32])[CH3:31])=[O:28])[CH2:23][CH2:22]2)[CH2:20]1. (3) Given the product [F:41][CH:24]([F:23])[C:25]1[N:33]=[CH:32][C:31]([CH2:34][NH:35][C:36](=[O:40])[CH:37]([CH3:38])[CH3:39])=[CH:30][C:26]=1[C:27]([NH:17][C:12]1[CH:13]=[CH:14][CH:15]=[C:16]2[C:11]=1[N:10]=[CH:9][N:8]=[C:7]2[O:6][C:5]1[CH:18]=[CH:19][CH:20]=[C:3]([C:2]([F:1])([F:21])[F:22])[CH:4]=1)=[O:28], predict the reactants needed to synthesize it. The reactants are: [F:1][C:2]([F:22])([F:21])[C:3]1[CH:4]=[C:5]([CH:18]=[CH:19][CH:20]=1)[O:6][C:7]1[C:16]2[C:11](=[C:12]([NH2:17])[CH:13]=[CH:14][CH:15]=2)[N:10]=[CH:9][N:8]=1.[F:23][CH:24]([F:41])[C:25]1[N:33]=[CH:32][C:31]([CH2:34][NH:35][C:36](=[O:40])[CH:37]([CH3:39])[CH3:38])=[CH:30][C:26]=1[C:27](O)=[O:28].C(Cl)(=O)C(Cl)=O.CCN(C(C)C)C(C)C. (4) Given the product [Cl:31][C:28]1[CH:27]=[C:4]([CH:3]=[C:2]([Cl:1])[C:29]=1[Cl:30])[CH2:5][N:6]1[CH:10]=[C:9]([C:11]2[N:12]=[C:13]3[S:19][C:18]([S:20][CH2:21][C:22]([OH:24])=[O:23])=[N:17][C:14]3=[N:15][CH:16]=2)[N:8]=[N:7]1, predict the reactants needed to synthesize it. The reactants are: [Cl:1][C:2]1[CH:3]=[C:4]([CH:27]=[C:28]([Cl:31])[C:29]=1[Cl:30])[CH2:5][N:6]1[CH:10]=[C:9]([C:11]2[N:12]=[C:13]3[S:19][C:18]([S:20][CH2:21][C:22]([O:24]CC)=[O:23])=[N:17][C:14]3=[N:15][CH:16]=2)[N:8]=[N:7]1.[OH-].[Na+]. (5) Given the product [Cl:2][C:3]1[CH:8]=[C:7]2[C:6](=[CH:5][CH:4]=1)[NH:9][CH:16]=[C:15]2[CH2:14][CH2:13][CH2:12][OH:11], predict the reactants needed to synthesize it. The reactants are: Cl.[Cl:2][C:3]1[CH:8]=[CH:7][C:6]([NH:9]N)=[CH:5][CH:4]=1.[O:11]1[CH:16]=[CH:15][CH2:14][CH2:13][CH2:12]1. (6) Given the product [CH2:1]([N:3]([CH2:11][C:12]1[CH:13]=[N:14][CH:15]=[C:16]([C:19]2[CH:20]=[C:21]3[C:25](=[CH:26][CH:27]=2)[N:24]([CH:28]2[CH2:33][CH2:32][CH2:31][CH2:30][O:29]2)[N:23]=[C:22]3[C:34]2[NH:35][C:36]([C:39]([N:41]3[CH2:50][CH2:49][CH:44]4[CH:43]([CH2:48][CH2:47][CH2:46][CH2:90]4)[CH2:42]3)=[O:40])=[CH:37][N:38]=2)[C:17]=1[CH3:18])[C:4](=[O:10])[O:5][C:6]([CH3:8])([CH3:7])[CH3:9])[CH3:2], predict the reactants needed to synthesize it. The reactants are: [CH2:1]([N:3]([CH2:11][C:12]1[CH:13]=[N:14][CH:15]=[C:16]([C:19]2[CH:20]=[C:21]3[C:25](=[CH:26][CH:27]=2)[N:24]([CH:28]2[CH2:33][CH2:32][CH2:31][CH2:30][O:29]2)[N:23]=[C:22]3[C:34]2[NH:35][C:36]([C:39]([NH:41][CH2:42][C:43]3[CH:44]=N[CH:46]=[CH:47][CH:48]=3)=[O:40])=[CH:37][N:38]=2)[C:17]=1[CH3:18])[C:4](=[O:10])[O:5][C:6]([CH3:9])([CH3:8])[CH3:7])[CH3:2].[C:49](OC(N(CC1C(C)=C(C2C=C3C(=CC=2)N(C2CCCCO2)N=C3C2NC(C(O)=O)=CN=2)C=NC=1)CC)=O)(C)(C)[CH3:50].[CH:90](N(C(C)C)CC)(C)C.C1C2C(CCCC2)CCN1.CN(C(ON1N=NC2C=CC=NC1=2)=[N+](C)C)C.F[P-](F)(F)(F)(F)F. (7) Given the product [N:2]1([C:16](=[O:17])[CH2:15][CH2:14][NH:13][C:11](=[O:12])[O:10][C:7]([CH3:6])([CH3:8])[CH3:9])[CH2:5][CH2:4][CH2:3]1, predict the reactants needed to synthesize it. The reactants are: Cl.[NH:2]1[CH2:5][CH2:4][CH2:3]1.[CH3:6][C:7]([O:10][C:11]([NH:13][CH2:14][CH2:15][C:16](O)=[O:17])=[O:12])([CH3:9])[CH3:8].Cl.C(N=C=NCCCN(C)C)C.ON1C2C=CC=CC=2N=N1.